From a dataset of Forward reaction prediction with 1.9M reactions from USPTO patents (1976-2016). Predict the product of the given reaction. Given the reactants [BH4-].[Na+].[Br:3][C:4]1[CH:9]=[CH:8][C:7]([C:10](=[O:21])[CH2:11][N:12]([CH3:20])[C:13](=[O:19])[O:14][C:15]([CH3:18])([CH3:17])[CH3:16])=[CH:6][CH:5]=1.C1COCC1, predict the reaction product. The product is: [Br:3][C:4]1[CH:9]=[CH:8][C:7]([CH:10]([OH:21])[CH2:11][N:12]([CH3:20])[C:13](=[O:19])[O:14][C:15]([CH3:16])([CH3:17])[CH3:18])=[CH:6][CH:5]=1.